This data is from Catalyst prediction with 721,799 reactions and 888 catalyst types from USPTO. The task is: Predict which catalyst facilitates the given reaction. (1) Reactant: [OH:1][CH:2]1[CH2:5][N:4]([C:6]2[CH:11]=[CH:10][C:9]([C@@H:12]([NH:14][C:15](=[O:17])[CH3:16])[CH3:13])=[CH:8][CH:7]=2)[CH2:3]1.[F:18][C:19]1[CH:24]=[C:23](F)[CH:22]=[CH:21][N:20]=1.C(=O)([O-])[O-].[Cs+].[Cs+].O. Product: [F:18][C:19]1[CH:24]=[C:23]([O:1][CH:2]2[CH2:3][N:4]([C:6]3[CH:7]=[CH:8][C:9]([C@@H:12]([NH:14][C:15](=[O:17])[CH3:16])[CH3:13])=[CH:10][CH:11]=3)[CH2:5]2)[CH:22]=[CH:21][N:20]=1. The catalyst class is: 3. (2) Reactant: C(OC([NH:8][C:9](=[NH:47])[C:10]1[S:14][C:13]([S:15][CH3:16])=[C:12]([S:17]([C:20]2[CH:21]=[C:22]([C:26]3[C:31]([CH3:32])=[CH:30][CH:29]=[CH:28][C:27]=3[NH:33][C:34](=[O:46])[NH:35][CH2:36][CH2:37][NH:38][C:39](=[O:45])[NH:40][CH2:41][C:42]([OH:44])=[O:43])[CH:23]=[CH:24][CH:25]=2)(=[O:19])=[O:18])[CH:11]=1)=O)(C)(C)C.[F:48][C:49]([F:54])([F:53])[C:50]([OH:52])=[O:51]. Product: [F:48][C:49]([F:54])([F:53])[C:50]([OH:52])=[O:51].[C:9]([C:10]1[S:14][C:13]([S:15][CH3:16])=[C:12]([S:17]([C:20]2[CH:21]=[C:22]([C:26]3[C:31]([CH3:32])=[CH:30][CH:29]=[CH:28][C:27]=3[NH:33][C:34](=[O:46])[NH:35][CH2:36][CH2:37][NH:38][C:39](=[O:45])[NH:40][CH2:41][C:42]([OH:44])=[O:43])[CH:23]=[CH:24][CH:25]=2)(=[O:19])=[O:18])[CH:11]=1)(=[NH:8])[NH2:47]. The catalyst class is: 2. (3) Reactant: [CH2:1]([O:3][C:4](=[O:30])[CH2:5][N:6]1[C:14]2[C:9](=[C:10]([Br:15])[CH:11]=[CH:12][CH:13]=2)[C:8](O)([C:16]2[C:17]([OH:27])=[CH:18][C:19]3[O:23][C:22]([CH3:25])([CH3:24])[CH2:21][C:20]=3[CH:26]=2)[C:7]1=[O:29])[CH3:2].C([SiH](CC)CC)C.FC(F)(F)C(O)=O. Product: [CH2:1]([O:3][C:4](=[O:30])[CH2:5][N:6]1[C:14]2[C:9](=[C:10]([Br:15])[CH:11]=[CH:12][CH:13]=2)[CH:8]([C:16]2[C:17]([OH:27])=[CH:18][C:19]3[O:23][C:22]([CH3:25])([CH3:24])[CH2:21][C:20]=3[CH:26]=2)[C:7]1=[O:29])[CH3:2]. The catalyst class is: 4. (4) Reactant: [NH2:1][C:2]1[CH:7]=[C:6]([C:8]([O:10][CH3:11])=[O:9])[CH:5]=[CH:4][N:3]=1.N1C=CC=CC=1.Cl[C:19]([O:21][C:22]1[CH:27]=[CH:26][C:25]([N+:28]([O-:30])=[O:29])=[CH:24][CH:23]=1)=[O:20]. Product: [N+:28]([C:25]1[CH:26]=[CH:27][C:22]([O:21][C:19]([NH:1][C:2]2[CH:7]=[C:6]([CH:5]=[CH:4][N:3]=2)[C:8]([O:10][CH3:11])=[O:9])=[O:20])=[CH:23][CH:24]=1)([O-:30])=[O:29]. The catalyst class is: 489.